From a dataset of Peptide-MHC class II binding affinity with 134,281 pairs from IEDB. Regression. Given a peptide amino acid sequence and an MHC pseudo amino acid sequence, predict their binding affinity value. This is MHC class II binding data. (1) The peptide sequence is AFKPVLVDEGRKVAI. The MHC is HLA-DQA10303-DQB10402 with pseudo-sequence HLA-DQA10303-DQB10402. The binding affinity (normalized) is 0.410. (2) The peptide sequence is KELQIVDKIDAAFKI. The MHC is DRB3_0202 with pseudo-sequence DRB3_0202. The binding affinity (normalized) is 0.161.